Dataset: TCR-epitope binding with 47,182 pairs between 192 epitopes and 23,139 TCRs. Task: Binary Classification. Given a T-cell receptor sequence (or CDR3 region) and an epitope sequence, predict whether binding occurs between them. (1) The epitope is FSKQLQQSM. The TCR CDR3 sequence is CASSVVGSYNEQFF. Result: 0 (the TCR does not bind to the epitope). (2) The epitope is TPINLVRDL. The TCR CDR3 sequence is CASSAGTGGKDTEAFF. Result: 1 (the TCR binds to the epitope). (3) The epitope is FPRPWLHGL. The TCR CDR3 sequence is CASRLYSGGDKEQYF. Result: 1 (the TCR binds to the epitope). (4) The epitope is GTSGSPIINR. The TCR CDR3 sequence is CSVELGVAGVYEQYF. Result: 1 (the TCR binds to the epitope).